This data is from Reaction yield outcomes from USPTO patents with 853,638 reactions. The task is: Predict the reaction yield, written as a fraction of the theoretical maximum amount of product (1.0 means a 100% yield; for example, 0.34 means a 34% yield). (1) The reactants are CN1CCOCC1.[NH:8]([C:25]([O:27][C:28]([CH3:31])([CH3:30])[CH3:29])=[O:26])[C@H:9]([C:22](O)=[O:23])[CH2:10][C:11]1[CH:16]=[CH:15][C:14]([O:17][C:18]([CH3:21])([CH3:20])[CH3:19])=[CH:13][CH:12]=1.F[P-](F)(F)(F)(F)F.N1(O[P+](N(C)C)(N(C)C)N(C)C)C2C=CC=CC=2N=N1.[NH2:59][C@H:60]([C:68]([NH2:70])=[O:69])[CH2:61][CH2:62][CH2:63][NH:64][C:65](=[NH:67])[NH2:66]. The catalyst is CN(C=O)C. The product is [NH:8]([C:25]([O:27][C:28]([CH3:31])([CH3:30])[CH3:29])=[O:26])[C@H:9]([C:22]([NH:59][C@H:60]([C:68]([NH2:70])=[O:69])[CH2:61][CH2:62][CH2:63][NH:64][C:65](=[NH:66])[NH2:67])=[O:23])[CH2:10][C:11]1[CH:12]=[CH:13][C:14]([O:17][C:18]([CH3:20])([CH3:21])[CH3:19])=[CH:15][CH:16]=1. The yield is 0.550. (2) The reactants are C(OC(NC(OC(=O)CCCCC)[C@H](C)[CH2:11][CH2:12][C:13]1[CH:14]=[CH:15][C:16]2[CH:20]=[CH:19][S:18][C:17]=2[CH:21]=1)=O)(C)(C)C.[OH-:31].[Na+].C[C:34]([CH3:37])([O-])[CH3:35].[K+].O.C[N:41](C)[CH:42]=[O:43]. The catalyst is CO. The product is [S:18]1[CH:19]=[CH:20][C:16]2[CH:15]=[CH:14][C:13]([CH2:12][CH2:11][N:41]3[C@H:34]([CH3:37])[CH2:35][O:31][C:42]3=[O:43])=[CH:21][C:17]1=2. The yield is 0.940. (3) The product is [C:1]([C:4]1[CH:5]=[C:6]2[C:11](=[CH:12][C:13]=1[O:14][CH3:15])[N:10]=[CH:9][CH:8]=[C:7]2[O:16][C:17]1[CH:18]=[C:19]2[C:23](=[CH:24][CH:25]=1)[N:22]([C:37](=[O:38])[NH:36][C:30]1[CH:31]=[CH:32][C:33]([F:35])=[CH:34][C:29]=1[F:28])[CH:21]=[CH:20]2)(=[O:3])[NH2:2]. The catalyst is CN(C)C=O.O1CCCC1.C(OCC)(=O)C. The yield is 0.573. The reactants are [C:1]([C:4]1[CH:5]=[C:6]2[C:11](=[CH:12][C:13]=1[O:14][CH3:15])[N:10]=[CH:9][CH:8]=[C:7]2[O:16][C:17]1[CH:18]=[C:19]2[C:23](=[CH:24][CH:25]=1)[NH:22][CH:21]=[CH:20]2)(=[O:3])[NH2:2].[H-].[Na+].[F:28][C:29]1[CH:34]=[C:33]([F:35])[CH:32]=[CH:31][C:30]=1[NH:36][C:37](=O)[O:38]C1C=CC=CC=1.O. (4) The reactants are Br[C:2]1[C:6]2=[N:7][CH:8]=[CH:9][CH:10]=[C:5]2[S:4][C:3]=1[CH3:11].[CH2:12]([CH:14]([C:17]1[C:18]2[N:19]([C:24](I)=[C:25]([CH3:27])[N:26]=2)[N:20]=[C:21]([CH3:23])[CH:22]=1)[CH2:15][CH3:16])[CH3:13]. The catalyst is C1COCC1.[Zn]. The product is [CH2:12]([CH:14]([C:17]1[C:18]2[N:19]([C:24]([C:2]3[C:6]4=[N:7][CH:8]=[CH:9][CH:10]=[C:5]4[S:4][C:3]=3[CH3:11])=[C:25]([CH3:27])[N:26]=2)[N:20]=[C:21]([CH3:23])[CH:22]=1)[CH2:15][CH3:16])[CH3:13]. The yield is 0.0920.